This data is from Reaction yield outcomes from USPTO patents with 853,638 reactions. The task is: Predict the reaction yield, written as a fraction of the theoretical maximum amount of product (1.0 means a 100% yield; for example, 0.34 means a 34% yield). The reactants are C[Si](C)(C)[C:3]#[C:4][C:5]1[CH:10]=[CH:9][C:8]([CH3:11])=[CH:7][CH:6]=1.C([O-])([O-])=O.[K+].[K+]. The catalyst is CO. The product is [C:4]([C:5]1[CH:10]=[CH:9][C:8]([CH3:11])=[CH:7][CH:6]=1)#[CH:3]. The yield is 0.208.